Predict the reaction yield, written as a fraction of the theoretical maximum amount of product (1.0 means a 100% yield; for example, 0.34 means a 34% yield). From a dataset of Reaction yield outcomes from USPTO patents with 853,638 reactions. (1) The reactants are C(O[B:5]1[O:9][C:8]([CH3:11])([CH3:10])[C:7]([CH3:13])([CH3:12])[O:6]1)(C)C.C([Li])CCC.[F:19][C:20]1[CH:21]=[C:22]([N:27]2[CH2:32][CH2:31][O:30][CH2:29][CH2:28]2)[CH:23]=[C:24]([F:26])[CH:25]=1. No catalyst specified. The product is [F:26][C:24]1[CH:23]=[C:22]([N:27]2[CH2:32][CH2:31][O:30][CH2:29][CH2:28]2)[CH:21]=[C:20]([F:19])[C:25]=1[B:5]1[O:6][C:7]([CH3:12])([CH3:13])[C:8]([CH3:10])([CH3:11])[O:9]1. The yield is 1.00. (2) The reactants are [C:1]([C:5]1[CH:21]=[CH:20][C:8]([C:9]([NH:11][C:12]2[CH:16]=[CH:15][S:14][C:13]=2[C:17]([OH:19])=[O:18])=O)=[CH:7][CH:6]=1)([CH3:4])([CH3:3])[CH3:2].C(Cl)(=O)C(Cl)=O.N1C=CC=CC=1. The catalyst is ClCCl. The product is [C:1]([C:5]1[CH:21]=[CH:20][C:8]([C:9]2[O:18][C:17](=[O:19])[C:13]3[S:14][CH:15]=[CH:16][C:12]=3[N:11]=2)=[CH:7][CH:6]=1)([CH3:4])([CH3:3])[CH3:2]. The yield is 0.960. (3) The reactants are [Cl:1][C:2]1[C:7](=[O:8])[CH:6]=[CH:5][NH:4][C:3]=1[N:9]=[C:10]([C:17]1[CH:22]=[CH:21][CH:20]=[CH:19][CH:18]=1)[C:11]1[CH:16]=[CH:15][CH:14]=[CH:13][CH:12]=1.C(=O)([O-])[O-].[Cs+].[Cs+].[F:29][C:30]1[CH:31]=[C:32]([N+:37]([O-:39])=[O:38])[CH:33]=[CH:34][C:35]=1F.O. The catalyst is CN(C=O)C.CCO. The product is [Cl:1][C:2]1[C:3]([N:9]=[C:10]([C:11]2[CH:16]=[CH:15][CH:14]=[CH:13][CH:12]=2)[C:17]2[CH:22]=[CH:21][CH:20]=[CH:19][CH:18]=2)=[N:4][CH:5]=[CH:6][C:7]=1[O:8][C:35]1[CH:34]=[CH:33][C:32]([N+:37]([O-:39])=[O:38])=[CH:31][C:30]=1[F:29]. The yield is 0.327. (4) The reactants are N[C:2]1[C:6]([C:7]#[N:8])=[C:5]([S:9][CH3:10])[S:4][C:3]=1[C:11]([O:13][CH2:14][CH3:15])=[O:12].N(OCCC(C)C)=O. The catalyst is CN(C)C=O. The product is [C:7]([C:6]1[CH:2]=[C:3]([C:11]([O:13][CH2:14][CH3:15])=[O:12])[S:4][C:5]=1[S:9][CH3:10])#[N:8]. The yield is 0.860. (5) The reactants are [CH2:1]([C:3]1[S:4][C:5]([CH:13]([CH2:16][CH3:17])[CH2:14][CH3:15])=[CH:6][C:7]=1[C:8](OCC)=[O:9])[CH3:2].[H-].C([Al+]CC(C)C)C(C)C.C1(C)C=CC=CC=1.Cl. The catalyst is O1CCCC1.[O-2].[O-2].[Mn+4]. The product is [CH2:1]([C:3]1[S:4][C:5]([CH:13]([CH2:14][CH3:15])[CH2:16][CH3:17])=[CH:6][C:7]=1[CH:8]=[O:9])[CH3:2]. The yield is 0.860. (6) The reactants are Cl[CH2:2][CH2:3][CH2:4][CH2:5][C:6]1([C:10]([O:12][CH2:13][CH3:14])=[O:11])[CH2:9][CH2:8][CH2:7]1.[Na+].[I-:16]. The catalyst is CC(=O)CC.CCOCC. The product is [I:16][CH2:2][CH2:3][CH2:4][CH2:5][C:6]1([C:10]([O:12][CH2:13][CH3:14])=[O:11])[CH2:9][CH2:8][CH2:7]1. The yield is 0.990.